From a dataset of Forward reaction prediction with 1.9M reactions from USPTO patents (1976-2016). Predict the product of the given reaction. (1) Given the reactants C([O-])([O-])=O.[K+].[K+].[CH2:7]([NH2:9])[CH3:8].Cl[C:11]1[C:16]([N+:17]([O-:19])=[O:18])=[CH:15][N:14]=[C:13]([C:20]([F:23])([F:22])[F:21])[CH:12]=1, predict the reaction product. The product is: [CH2:7]([NH:9][C:11]1[C:16]([N+:17]([O-:19])=[O:18])=[CH:15][N:14]=[C:13]([C:20]([F:23])([F:21])[F:22])[CH:12]=1)[CH3:8]. (2) Given the reactants [NH2:1][C@H:2]([C:8]([NH:10][C@H:11]([C:16]([NH:18][C@H:19]([C:24]([NH:26][C@H:27]([C:33]([NH:35][C@H:36]([C:44]([NH:46][C@H:47]([C:55]([NH:57][C@H:58]([C:63](N[C@H](C(O)=O)C)=[O:64])[CH2:59][CH:60]([CH3:62])[CH3:61])=[O:56])[CH2:48][C:49]1[CH:54]=[CH:53][CH:52]=[CH:51][CH:50]=1)=[O:45])[CH2:37][C:38]1[CH:43]=[CH:42][CH:41]=[CH:40][CH:39]=1)=[O:34])[CH2:28][CH2:29][C:30](=[O:32])[OH:31])=[O:25])[CH2:20][C:21](=[O:23])[NH2:22])=[O:17])[CH2:12][C:13](=[O:15])[OH:14])=[O:9])[CH2:3][CH2:4][C:5](=[O:7])[OH:6].[NH2:71][C@@H:72]([CH2:76][CH2:77][CH2:78][CH2:79][NH:80][C:81](=[O:92])[C:82]1[CH:87]=[CH:86][CH:85]=[C:84]([CH2:88][N:89]=[N+:90]=[N-:91])[CH:83]=1)[C:73]([NH2:75])=[O:74].C1N(CCO)CCN(CCS(O)(=O)=O)C1.Cl.[OH-].[Na+], predict the reaction product. The product is: [N:89]([CH2:88][C:84]1[CH:83]=[C:82]([CH:87]=[CH:86][CH:85]=1)[C:81]([NH:80][CH2:79][CH2:78][CH2:77][CH2:76][C@H:72]([NH:71][C:63](=[O:64])[C@H:58]([CH2:59][CH:60]([CH3:61])[CH3:62])[NH:57][C:55](=[O:56])[C@H:47]([CH2:48][C:49]1[CH:54]=[CH:53][CH:52]=[CH:51][CH:50]=1)[NH:46][C:44](=[O:45])[C@H:36]([CH2:37][C:38]1[CH:39]=[CH:40][CH:41]=[CH:42][CH:43]=1)[NH:35][C:33](=[O:34])[C@H:27]([CH2:28][CH2:29][C:30](=[O:31])[OH:32])[NH:26][C:24](=[O:25])[C@H:19]([CH2:20][C:21](=[O:23])[NH2:22])[NH:18][C:16](=[O:17])[C@H:11]([CH2:12][C:13](=[O:14])[OH:15])[NH:10][C:8](=[O:9])[C@H:2]([CH2:3][CH2:4][C:5](=[O:6])[OH:7])[NH2:1])[C:73]([NH2:75])=[O:74])=[O:92])=[N+:90]=[N-:91].